Task: Predict the reaction yield, written as a fraction of the theoretical maximum amount of product (1.0 means a 100% yield; for example, 0.34 means a 34% yield).. Dataset: Reaction yield outcomes from USPTO patents with 853,638 reactions (1) The reactants are [CH:1]1N=C[N:3]([C:6]([N:8]2C=N[CH:10]=[CH:9]2)=[O:7])[CH:2]=1.[C:13]([C:17]1[CH:18]=[CH:19][C:20]([C:24]2[CH:28]=[C:27]([CH3:29])[NH:26][C:25]=2[CH3:30])=C(C=1)N)([CH3:16])([CH3:15])[CH3:14].[CH3:31][NH:32][C:33]([C:35]1[CH:40]=[C:39]([O:41][C:42]2[CH:48]=CC(N)=[CH:44][CH:43]=2)[CH:38]=[CH:37][N:36]=1)=[O:34]. The catalyst is C(Cl)Cl.CCOC(C)=O. The product is [C:13]([C:17]1[CH:18]=[CH:19][C:20]([C:24]2[CH:28]=[C:27]([CH3:29])[NH:26][C:25]=2[CH3:30])=[C:9]([NH:8][C:6]([NH:3][C:2]2[CH:1]=[CH:48][C:42]([O:41][C:39]3[CH:38]=[CH:37][N:36]=[C:35]([C:33](=[O:34])[NH:32][CH3:31])[CH:40]=3)=[CH:43][CH:44]=2)=[O:7])[CH:10]=1)([CH3:14])([CH3:15])[CH3:16]. The yield is 0.240. (2) The reactants are [O:1]=[C:2]1[C@H:13]([CH2:14][C:15]([NH:17][C@H:18]2[C:27]3[C:22](=[CH:23][CH:24]=[CH:25][CH:26]=3)[CH2:21][CH2:20][CH2:19]2)=[O:16])[CH2:12]C=CC[CH2:8][C:7](=[O:28])[O:6][C@H:5]([C:29]2[CH:34]=[CH:33][CH:32]=[CH:31][CH:30]=2)[CH2:4][NH:3]1.C[N+]1([O-])CC[O:39]CC1.C[C:44]([OH:47])([CH3:46])[CH3:45]. The catalyst is C1COCC1.S([O-])([O-])=O.[Na+].[Na+].CCOC(C)=O.O. The product is [OH:39][C@@H:46]1[C@@H:44]([OH:47])[CH2:45][CH2:8][C:7](=[O:28])[O:6][C@H:5]([C:29]2[CH:34]=[CH:33][CH:32]=[CH:31][CH:30]=2)[CH2:4][NH:3][C:2](=[O:1])[C@H:13]([CH2:14][C:15]([NH:17][C@H:18]2[C:27]3[C:22](=[CH:23][CH:24]=[CH:25][CH:26]=3)[CH2:21][CH2:20][CH2:19]2)=[O:16])[CH2:12]1. The yield is 0.560. (3) The reactants are [N:1]1[C:10]2[C:5](=[CH:6][CH:7]=[CH:8][CH:9]=2)[CH:4]=[CH:3][C:2]=1[CH2:11][O:12][C:13]1[CH:18]=[CH:17][C:16]([CH2:19][C:20]([OH:22])=[O:21])=[CH:15][CH:14]=1.CCN(CC)CC.Br[CH2:31][C:32]([C:34]1[CH:39]=[CH:38][C:37]([O:40][CH3:41])=[C:36]([Cl:42])[CH:35]=1)=[O:33]. The catalyst is C(#N)C. The product is [N:1]1[C:10]2[C:5](=[CH:6][CH:7]=[CH:8][CH:9]=2)[CH:4]=[CH:3][C:2]=1[CH2:11][O:12][C:13]1[CH:14]=[CH:15][C:16]([CH2:19][C:20]([O:22][CH2:31][C:32]([C:34]2[CH:39]=[CH:38][C:37]([O:40][CH3:41])=[C:36]([Cl:42])[CH:35]=2)=[O:33])=[O:21])=[CH:17][CH:18]=1. The yield is 0.290. (4) The reactants are [C:1](Cl)(Cl)=[O:2].N1C=CC=CC=1.[N:11]1[CH:16]=[CH:15][C:14]([O:17][C:18]2[CH:24]=[CH:23][C:21]([NH2:22])=[CH:20][CH:19]=2)=[CH:13][CH:12]=1.[NH2:25][C:26]1[N:30](C(OC(C)(C)C)=O)[N:29]=[C:28]([C:38]([CH3:41])([CH3:40])[CH3:39])[CH:27]=1. The catalyst is C(Cl)Cl.Cl. The product is [C:38]([C:28]1[CH:27]=[C:26]([NH:25][C:1]([NH:22][C:21]2[CH:23]=[CH:24][C:18]([O:17][C:14]3[CH:13]=[CH:12][N:11]=[CH:16][CH:15]=3)=[CH:19][CH:20]=2)=[O:2])[NH:30][N:29]=1)([CH3:41])([CH3:40])[CH3:39]. The yield is 0.590.